From a dataset of TCR-epitope binding with 47,182 pairs between 192 epitopes and 23,139 TCRs. Binary Classification. Given a T-cell receptor sequence (or CDR3 region) and an epitope sequence, predict whether binding occurs between them. (1) The TCR CDR3 sequence is CASSPGLGEQYF. The epitope is FLYNLLTRV. Result: 1 (the TCR binds to the epitope). (2) The epitope is YLNTLTLAV. The TCR CDR3 sequence is CASSQIRDYTNTGELFF. Result: 1 (the TCR binds to the epitope). (3) The epitope is CLGGLLTMV. Result: 0 (the TCR does not bind to the epitope). The TCR CDR3 sequence is CASSFFGTGYNEQFF. (4) The epitope is CLGGLLTMV. The TCR CDR3 sequence is CASSQGDPSGTQYF. Result: 0 (the TCR does not bind to the epitope). (5) The epitope is ITEEVGHTDLMAAY. The TCR CDR3 sequence is CASSQELAVYEQYF. Result: 1 (the TCR binds to the epitope). (6) The epitope is KRWIIMGLNK. The TCR CDR3 sequence is CASSLLEHNNRGELFF. Result: 1 (the TCR binds to the epitope). (7) The epitope is EPLPQGQLTAY. The TCR CDR3 sequence is CASSQLSGSYNEQFF. Result: 0 (the TCR does not bind to the epitope). (8) The epitope is IVDTVSALV. The TCR CDR3 sequence is CASSQGTSGFYNEQFF. Result: 1 (the TCR binds to the epitope).